From a dataset of Forward reaction prediction with 1.9M reactions from USPTO patents (1976-2016). Predict the product of the given reaction. (1) Given the reactants [C:1]([N:8]1[CH2:13][CH2:12][CH:11]([S:14][C:15]2[CH:20]=[CH:19][C:18]([Br:21])=[CH:17][CH:16]=2)[CH2:10][CH2:9]1)([O:3][C:4]([CH3:7])([CH3:6])[CH3:5])=[O:2].[OH:22]OS([O-])=O.[K+], predict the reaction product. The product is: [C:1]([N:8]1[CH2:13][CH2:12][CH:11]([S:14]([C:15]2[CH:20]=[CH:19][C:18]([Br:21])=[CH:17][CH:16]=2)=[O:22])[CH2:10][CH2:9]1)([O:3][C:4]([CH3:7])([CH3:6])[CH3:5])=[O:2]. (2) The product is: [C:1]([O:5][C:6]([N:8]1[CH2:9][CH:10]2[C:16]3([CH2:19][C:20](=[O:21])[CH2:17]3)[CH:14]([CH2:13][CH2:12][CH2:11]2)[CH2:15]1)=[O:7])([CH3:4])([CH3:3])[CH3:2]. Given the reactants [C:1]([O:5][C:6]([N:8]1[CH2:15][CH:14]2[C:16](=[CH2:17])[CH:10]([CH2:11][CH2:12][CH2:13]2)[CH2:9]1)=[O:7])([CH3:4])([CH3:3])[CH3:2].Cl[C:19](Cl)(Cl)[C:20](Cl)=[O:21].C(=O)([O-])O.[Na+], predict the reaction product. (3) Given the reactants [F:1][C:2]([F:40])([F:39])[C:3]1[CH:4]=[C:5]([CH:13]([OH:38])[CH2:14][NH:15][CH2:16][C:17]2[CH:22]=[C:21]([C:23]([F:26])([F:25])[F:24])[CH:20]=[CH:19][C:18]=2[C:27]2[CH:32]=[C:31]([CH:33]([CH3:35])[CH3:34])[CH:30]=[CH:29][C:28]=2[O:36][CH3:37])[CH:6]=[C:7]([C:9]([F:12])([F:11])[F:10])[CH:8]=1.[O:41](C(OC(C)(C)C)=O)[C:42]([O:44][C:45]([CH3:48])([CH3:47])[CH3:46])=O.CCN(C(C)C)C(C)C, predict the reaction product. The product is: [F:1][C:2]([F:39])([F:40])[C:3]1[CH:4]=[C:5]([CH:13]([OH:38])[CH2:14][N:15]([CH2:16][C:17]2[CH:22]=[C:21]([C:23]([F:24])([F:25])[F:26])[CH:20]=[CH:19][C:18]=2[C:27]2[CH:32]=[C:31]([CH:33]([CH3:35])[CH3:34])[CH:30]=[CH:29][C:28]=2[O:36][CH3:37])[C:42](=[O:41])[O:44][C:45]([CH3:48])([CH3:47])[CH3:46])[CH:6]=[C:7]([C:9]([F:11])([F:10])[F:12])[CH:8]=1. (4) Given the reactants Cl[C:2]1[C:7]([CH2:8][O:9][C:10]2[CH:15]=[C:14]([CH:16]([CH3:18])[CH3:17])[CH:13]=[CH:12][C:11]=2[CH3:19])=[C:6]([CH3:20])[N:5]=[C:4]([C:21]2[C:26]([CH3:27])=[CH:25][CH:24]=[CH:23][C:22]=2[CH3:28])[N:3]=1.[CH3:29][C@@H:30]1[CH2:35][NH:34][CH2:33][CH2:32][NH:31]1.C(=O)([O-])[O-].[Na+].[Na+], predict the reaction product. The product is: [CH3:28][C:22]1[CH:23]=[CH:24][CH:25]=[C:26]([CH3:27])[C:21]=1[C:4]1[N:5]=[C:6]([CH3:20])[C:7]([CH2:8][O:9][C:10]2[CH:15]=[C:14]([CH:16]([CH3:18])[CH3:17])[CH:13]=[CH:12][C:11]=2[CH3:19])=[C:2]([N:34]2[CH2:33][CH2:32][NH:31][C@H:30]([CH3:29])[CH2:35]2)[N:3]=1. (5) Given the reactants [NH2:1][C:2]1[CH:3]=[C:4]([N:8]=[C:9]2[N:13]([CH2:14][C:15]3[CH:20]=[CH:19][CH:18]=[CH:17][CH:16]=3)[C:12](=[O:21])[C:11](=[C:22]3[N:26]([CH3:27])[C:25]4[CH:28]=[CH:29][CH:30]=[CH:31][C:24]=4[S:23]3)[S:10]2)[CH:5]=[CH:6][CH:7]=1.Cl.[CH3:33][N:34]([CH2:36][C:37](Cl)=[O:38])[CH3:35], predict the reaction product. The product is: [CH2:14]([N:13]1[C:12](=[O:21])[C:11](=[C:22]2[N:26]([CH3:27])[C:25]3[CH:28]=[CH:29][CH:30]=[CH:31][C:24]=3[S:23]2)[S:10][C:9]1=[N:8][C:4]1[CH:3]=[C:2]([NH:1][C:37](=[O:38])[CH2:36][N:34]([CH3:35])[CH3:33])[CH:7]=[CH:6][CH:5]=1)[C:15]1[CH:20]=[CH:19][CH:18]=[CH:17][CH:16]=1. (6) Given the reactants [CH3:1][CH:2]([CH3:19])[CH:3]=[C:4]1[C:13](=O)[C:12]2[C:7](=[CH:8][C:9]([C:15]([O:17]C)=[O:16])=[CH:10][CH:11]=2)[O:6][CH2:5]1.Cl.[Cl:21][C:22]1[CH:29]=[C:28]([NH:30][NH2:31])[CH:27]=[CH:26][C:23]=1[C:24]#[N:25].O1CCCC1, predict the reaction product. The product is: [Cl:21][C:22]1[CH:29]=[C:28]([N:30]2[CH:3]([CH:2]([CH3:19])[CH3:1])[CH:4]3[CH2:5][O:6][C:7]4[CH:8]=[C:9]([C:15]([OH:17])=[O:16])[CH:10]=[CH:11][C:12]=4[C:13]3=[N:31]2)[CH:27]=[CH:26][C:23]=1[C:24]#[N:25].